The task is: Regression. Given two drug SMILES strings and cell line genomic features, predict the synergy score measuring deviation from expected non-interaction effect.. This data is from NCI-60 drug combinations with 297,098 pairs across 59 cell lines. (1) Drug 1: CN(C(=O)NC(C=O)C(C(C(CO)O)O)O)N=O. Drug 2: C(CN)CNCCSP(=O)(O)O. Cell line: M14. Synergy scores: CSS=7.44, Synergy_ZIP=-2.21, Synergy_Bliss=-0.407, Synergy_Loewe=1.71, Synergy_HSA=1.72. (2) Drug 1: C1CC(=O)NC(=O)C1N2CC3=C(C2=O)C=CC=C3N. Drug 2: CC1=C(C(=CC=C1)Cl)NC(=O)C2=CN=C(S2)NC3=CC(=NC(=N3)C)N4CCN(CC4)CCO. Cell line: UO-31. Synergy scores: CSS=16.8, Synergy_ZIP=-6.97, Synergy_Bliss=-3.88, Synergy_Loewe=-48.3, Synergy_HSA=-2.67. (3) Drug 1: CCCCC(=O)OCC(=O)C1(CC(C2=C(C1)C(=C3C(=C2O)C(=O)C4=C(C3=O)C=CC=C4OC)O)OC5CC(C(C(O5)C)O)NC(=O)C(F)(F)F)O. Drug 2: CC1=C(C(=O)C2=C(C1=O)N3CC4C(C3(C2COC(=O)N)OC)N4)N. Cell line: RPMI-8226. Synergy scores: CSS=52.8, Synergy_ZIP=-4.28, Synergy_Bliss=-2.60, Synergy_Loewe=-6.41, Synergy_HSA=-1.27. (4) Drug 1: CC1=C(N=C(N=C1N)C(CC(=O)N)NCC(C(=O)N)N)C(=O)NC(C(C2=CN=CN2)OC3C(C(C(C(O3)CO)O)O)OC4C(C(C(C(O4)CO)O)OC(=O)N)O)C(=O)NC(C)C(C(C)C(=O)NC(C(C)O)C(=O)NCCC5=NC(=CS5)C6=NC(=CS6)C(=O)NCCC[S+](C)C)O. Drug 2: CS(=O)(=O)OCCCCOS(=O)(=O)C. Cell line: T-47D. Synergy scores: CSS=4.02, Synergy_ZIP=-4.12, Synergy_Bliss=-2.08, Synergy_Loewe=-19.3, Synergy_HSA=-3.22.